From a dataset of NCI-60 drug combinations with 297,098 pairs across 59 cell lines. Regression. Given two drug SMILES strings and cell line genomic features, predict the synergy score measuring deviation from expected non-interaction effect. (1) Drug 1: CC(CN1CC(=O)NC(=O)C1)N2CC(=O)NC(=O)C2. Drug 2: CC1=CC=C(C=C1)C2=CC(=NN2C3=CC=C(C=C3)S(=O)(=O)N)C(F)(F)F. Cell line: NCI-H322M. Synergy scores: CSS=6.70, Synergy_ZIP=-0.359, Synergy_Bliss=4.71, Synergy_Loewe=6.42, Synergy_HSA=6.19. (2) Drug 1: C1CCC(C1)C(CC#N)N2C=C(C=N2)C3=C4C=CNC4=NC=N3. Drug 2: C(=O)(N)NO. Cell line: HL-60(TB). Synergy scores: CSS=14.7, Synergy_ZIP=-4.31, Synergy_Bliss=-8.77, Synergy_Loewe=-19.0, Synergy_HSA=-18.8. (3) Drug 1: C1=NC(=NC(=O)N1C2C(C(C(O2)CO)O)O)N. Drug 2: C#CCC(CC1=CN=C2C(=N1)C(=NC(=N2)N)N)C3=CC=C(C=C3)C(=O)NC(CCC(=O)O)C(=O)O. Cell line: PC-3. Synergy scores: CSS=76.8, Synergy_ZIP=27.0, Synergy_Bliss=0.716, Synergy_Loewe=21.2, Synergy_HSA=1.03. (4) Drug 1: CC1=CC2C(CCC3(C2CCC3(C(=O)C)OC(=O)C)C)C4(C1=CC(=O)CC4)C. Drug 2: C1CN(CCN1C(=O)CCBr)C(=O)CCBr. Cell line: NCIH23. Synergy scores: CSS=24.7, Synergy_ZIP=-2.57, Synergy_Bliss=0.895, Synergy_Loewe=-20.5, Synergy_HSA=-1.53. (5) Drug 1: C1CN1C2=NC(=NC(=N2)N3CC3)N4CC4. Drug 2: C1CN(CCN1C(=O)CCBr)C(=O)CCBr. Cell line: NCI/ADR-RES. Synergy scores: CSS=28.3, Synergy_ZIP=-7.25, Synergy_Bliss=-2.43, Synergy_Loewe=-14.6, Synergy_HSA=-0.897. (6) Drug 1: CC1=C(C(CCC1)(C)C)C=CC(=CC=CC(=CC(=O)O)C)C. Drug 2: C1CN(P(=O)(OC1)NCCCl)CCCl. Cell line: UO-31. Synergy scores: CSS=0.696, Synergy_ZIP=0.926, Synergy_Bliss=1.66, Synergy_Loewe=1.28, Synergy_HSA=0.340. (7) Drug 1: COC1=C(C=C2C(=C1)N=CN=C2NC3=CC(=C(C=C3)F)Cl)OCCCN4CCOCC4. Drug 2: CN(CCCl)CCCl.Cl. Cell line: EKVX. Synergy scores: CSS=29.0, Synergy_ZIP=-7.63, Synergy_Bliss=0.732, Synergy_Loewe=-0.704, Synergy_HSA=2.32. (8) Drug 1: C1=CC(=CC=C1CCC2=CNC3=C2C(=O)NC(=N3)N)C(=O)NC(CCC(=O)O)C(=O)O. Cell line: SNB-75. Synergy scores: CSS=22.0, Synergy_ZIP=0.760, Synergy_Bliss=0.348, Synergy_Loewe=-10.1, Synergy_HSA=-0.219. Drug 2: C1=NC2=C(N=C(N=C2N1C3C(C(C(O3)CO)O)O)F)N. (9) Cell line: NCI-H522. Synergy scores: CSS=3.06, Synergy_ZIP=-2.02, Synergy_Bliss=-2.74, Synergy_Loewe=-55.3, Synergy_HSA=-4.28. Drug 2: C1C(C(OC1N2C=NC3=C2NC=NCC3O)CO)O. Drug 1: C1C(C(OC1N2C=C(C(=O)NC2=O)F)CO)O. (10) Drug 1: CN(C)C1=NC(=NC(=N1)N(C)C)N(C)C. Drug 2: COC1=NC(=NC2=C1N=CN2C3C(C(C(O3)CO)O)O)N. Cell line: IGROV1. Synergy scores: CSS=0.702, Synergy_ZIP=2.65, Synergy_Bliss=6.54, Synergy_Loewe=2.20, Synergy_HSA=2.95.